From a dataset of Peptide-MHC class II binding affinity with 134,281 pairs from IEDB. Regression. Given a peptide amino acid sequence and an MHC pseudo amino acid sequence, predict their binding affinity value. This is MHC class II binding data. The peptide sequence is KVDTRAKDPPAGTRK. The MHC is HLA-DQA10501-DQB10402 with pseudo-sequence HLA-DQA10501-DQB10402. The binding affinity (normalized) is 0.